This data is from Forward reaction prediction with 1.9M reactions from USPTO patents (1976-2016). The task is: Predict the product of the given reaction. (1) Given the reactants [OH:1][C@@H:2]([C@H:4]1[C:25](=[O:26])[N:6]2[C@@H:7]([C:12]([O:14][CH2:15][C:16]3[CH:21]=[CH:20][C:19]([N+:22]([O-:24])=[O:23])=[CH:18][CH:17]=3)=[O:13])[C:8](=O)[C@H:9]([CH3:10])[C@H:5]12)[CH3:3].[N+:27]([C:30]1[CH:65]=[CH:64][C:33]([CH2:34][O:35][C:36]([NH:38][CH2:39][CH2:40][CH2:41][S:42][C:43]2[N:44]=[CH:45][N:46]3[CH:50]=[C:49]([Sn](CCCC)(CCCC)CCCC)[S:48][C:47]=23)=[O:37])=[CH:32][CH:31]=1)([O-:29])=[O:28], predict the reaction product. The product is: [OH:1][C@@H:2]([C@H:4]1[C:25](=[O:26])[N:6]2[C:7]([C:12]([O:14][CH2:15][C:16]3[CH:17]=[CH:18][C:19]([N+:22]([O-:24])=[O:23])=[CH:20][CH:21]=3)=[O:13])=[C:8]([C:49]3[S:48][C:47]4=[C:43]([S:42][CH2:41][CH2:40][CH2:39][NH:38][C:36]([O:35][CH2:34][C:33]5[CH:64]=[CH:65][C:30]([N+:27]([O-:29])=[O:28])=[CH:31][CH:32]=5)=[O:37])[N:44]=[CH:45][N:46]4[CH:50]=3)[C@H:9]([CH3:10])[C@H:5]12)[CH3:3]. (2) The product is: [Cl:1][C:2]1[CH:3]=[CH:4][C:5]([OH:11])=[C:6]([CH:10]=1)[C:7]([NH:32][C:30]1[CH:29]=[CH:28][C:25]2[CH:26]=[CH:27][S:23](=[O:33])(=[O:22])[C:24]=2[CH:31]=1)=[O:9]. Given the reactants [Cl:1][C:2]1[CH:3]=[CH:4][C:5]([OH:11])=[C:6]([CH:10]=1)[C:7]([OH:9])=O.O=S(Cl)Cl.N1C=CC=CC=1.[O:22]=[S:23]1(=[O:33])[CH:27]=[CH:26][C:25]2[CH:28]=[CH:29][C:30]([NH2:32])=[CH:31][C:24]1=2.[Li+].[OH-], predict the reaction product. (3) Given the reactants [CH3:1][CH2:2][CH2:3][CH2:4][N:5]([C:8]1[C:9]2[CH:17]([CH3:18])[C:16](=O)[N:15]([C:20]3[C:25]([CH3:26])=[CH:24][C:23]([CH3:27])=[CH:22][C:21]=3[CH3:28])[C:10]=2[N:11]=[C:12]([CH3:14])[N:13]=1)[CH2:6][CH3:7].[H-].[Al+3].[Li+].[H-].[H-].[H-], predict the reaction product. The product is: [CH2:4]([N:5]([C:8]1[C:9]2[CH:17]([CH3:18])[CH2:16][N:15]([C:20]3[C:25]([CH3:26])=[CH:24][C:23]([CH3:27])=[CH:22][C:21]=3[CH3:28])[C:10]=2[N:11]=[C:12]([CH3:14])[N:13]=1)[CH2:6][CH3:7])[CH2:3][CH2:2][CH3:1]. (4) Given the reactants CC1(C)C(C)(C)OB([C:9]2[CH2:14][CH2:13][N:12]([C:15]3[N:20]=[CH:19][N:18]([CH2:21][C:22]4[S:23][C:24]([C:27]([F:30])([F:29])[F:28])=[CH:25][CH:26]=4)[C:17](=[O:31])[N:16]=3)[CH2:11][CH:10]=2)O1.C([O:36][C:37]1[CH:42]=[CH:41][C:40](Br)=[CH:39][C:38]=1[F:44])(=O)C, predict the reaction product. The product is: [F:44][C:38]1[CH:39]=[C:40]([C:9]2[CH2:14][CH2:13][N:12]([C:15]3[N:20]=[CH:19][N:18]([CH2:21][C:22]4[S:23][C:24]([C:27]([F:28])([F:30])[F:29])=[CH:25][CH:26]=4)[C:17](=[O:31])[N:16]=3)[CH2:11][CH:10]=2)[CH:41]=[CH:42][C:37]=1[OH:36]. (5) The product is: [F:19][C:10]1[C:11]([F:18])=[CH:12][CH:13]=[C:14]([N+:15]([O-:17])=[O:16])[C:9]=1[CH2:5][C:6](=[O:8])[CH3:7]. Given the reactants C(OC(=O)[CH:5]([C:9]1[C:14]([N+:15]([O-:17])=[O:16])=[CH:13][CH:12]=[C:11]([F:18])[C:10]=1[F:19])[C:6](=[O:8])[CH3:7])C.Cl.C(O)(=O)C.C([O-])(O)=O.[Na+], predict the reaction product.